This data is from Peptide-MHC class II binding affinity with 134,281 pairs from IEDB. The task is: Regression. Given a peptide amino acid sequence and an MHC pseudo amino acid sequence, predict their binding affinity value. This is MHC class II binding data. (1) The binding affinity (normalized) is 0. The MHC is DRB1_1201 with pseudo-sequence DRB1_1201. The peptide sequence is EEWEPLTKKGNVWEV. (2) The binding affinity (normalized) is 0.192. The MHC is DRB4_0101 with pseudo-sequence DRB4_0103. The peptide sequence is SCIAIGIITLYLGAVVQA. (3) The peptide sequence is VPPADKYKTFEAAFT. The MHC is HLA-DQA10501-DQB10301 with pseudo-sequence HLA-DQA10501-DQB10301. The binding affinity (normalized) is 0.362. (4) The peptide sequence is RNSRWSSPDNVKPLY. The MHC is HLA-DQA10102-DQB10602 with pseudo-sequence HLA-DQA10102-DQB10602. The binding affinity (normalized) is 0.0609. (5) The peptide sequence is GCQTYKWETFLTSEL. The MHC is DRB1_0405 with pseudo-sequence DRB1_0405. The binding affinity (normalized) is 0.523.